Dataset: Full USPTO retrosynthesis dataset with 1.9M reactions from patents (1976-2016). Task: Predict the reactants needed to synthesize the given product. (1) Given the product [Cl:2][C:3]1[S:7][C:6]2[C:8]3([O:14][CH2:15][C:16]([F:17])([F:18])[C:5]=2[CH:4]=1)[CH2:9][CH2:10][N:11]([CH2:40][C:38]1[C:37]([CH3:42])=[N:36][N:35]([C:28]2[C:27]([F:26])=[CH:34][CH:33]=[CH:32][C:29]=2[C:30]#[N:31])[CH:39]=1)[CH2:12][CH2:13]3, predict the reactants needed to synthesize it. The reactants are: Cl.[Cl:2][C:3]1[S:7][C:6]2[C:8]3([O:14][CH2:15][C:16]([F:18])([F:17])[C:5]=2[CH:4]=1)[CH2:13][CH2:12][NH:11][CH2:10][CH2:9]3.C(N(CC)CC)C.[F:26][C:27]1[C:28]([N:35]2[CH:39]=[C:38]([CH:40]=O)[C:37]([CH3:42])=[N:36]2)=[C:29]([CH:32]=[CH:33][CH:34]=1)[C:30]#[N:31].C(O[BH-](OC(=O)C)OC(=O)C)(=O)C.[Na+]. (2) Given the product [NH2:30][C:29]1[C:24]2[C:23](=[O:35])[N:22]([C:19]3[CH:18]=[CH:17][C:16]([C:13]([CH3:15])([C:10]4[CH:11]=[CH:12][NH:8][N:9]=4)[CH3:14])=[CH:21][CH:20]=3)[CH2:34][CH2:33][C:25]=2[N:26]=[C:27]([O:31][CH3:32])[N:28]=1, predict the reactants needed to synthesize it. The reactants are: COC1C=CC(C[N:8]2[CH:12]=[CH:11][C:10]([C:13]([C:16]3[CH:21]=[CH:20][C:19]([N:22]4[CH2:34][CH2:33][C:25]5[N:26]=[C:27]([O:31][CH3:32])[N:28]=[C:29]([NH2:30])[C:24]=5[C:23]4=[O:35])=[CH:18][CH:17]=3)([CH3:15])[CH3:14])=[N:9]2)=CC=1.[H][H]. (3) The reactants are: [C:1]([O:9][CH2:10][CH3:11])(=[O:8])[CH2:2][C:3]([O:5][CH2:6][CH3:7])=[O:4].Br[CH2:13][CH2:14][CH2:15][CH2:16][CH2:17]Br.[O-]CC.[Na+].O. Given the product [C:2]1([C:3]([O:5][CH2:6][CH3:7])=[O:4])([C:1]([O:9][CH2:10][CH3:11])=[O:8])[CH2:17][CH2:16][CH2:15][CH2:14][CH2:13]1, predict the reactants needed to synthesize it. (4) The reactants are: P(Cl)(Cl)([Cl:3])=O.N1C2C(=CC=CC=2)C=CC=1.[C:16]([C:18]1[C:19](O)=[N:20][CH:21]=[C:22]([C:24]([F:27])([F:26])[F:25])[CH:23]=1)#[N:17].C(=O)(O)[O-].[Na+]. Given the product [Cl:3][C:19]1[C:18]([C:16]#[N:17])=[CH:23][C:22]([C:24]([F:27])([F:26])[F:25])=[CH:21][N:20]=1, predict the reactants needed to synthesize it. (5) Given the product [O:2]1[C:3]2[CH:9]=[CH:8][C:7]([CH2:10][C:11]([NH:25][C:26]3[S:27][CH:28]=[C:29]([C:31]4[CH:32]=[CH:33][C:34]([Cl:37])=[CH:35][CH:36]=4)[N:30]=3)=[O:13])=[CH:6][C:4]=2[O:5][CH2:1]1, predict the reactants needed to synthesize it. The reactants are: [CH2:1]1[O:5][C:4]2[CH:6]=[C:7]([CH2:10][C:11]([OH:13])=O)[CH:8]=[CH:9][C:3]=2[O:2]1.CN(C=O)C.C(Cl)(=O)C(Cl)=O.[NH2:25][C:26]1[S:27][CH:28]=[C:29]([C:31]2[CH:36]=[CH:35][C:34]([Cl:37])=[CH:33][CH:32]=2)[N:30]=1.